Dataset: Reaction yield outcomes from USPTO patents with 853,638 reactions. Task: Predict the reaction yield, written as a fraction of the theoretical maximum amount of product (1.0 means a 100% yield; for example, 0.34 means a 34% yield). (1) The reactants are [NH:1]1[C:5]2[CH:6]=[CH:7][C:8]([C:10]([OH:12])=O)=[CH:9][C:4]=2[N:3]=[CH:2]1.[C:13]1([C:19]2[CH:32]=[CH:31][C:22]3[C@@H:23]4[C@H:28]([CH2:29][CH2:30][C:21]=3[CH:20]=2)[NH:27][CH2:26][CH2:25][CH2:24]4)[CH:18]=[CH:17][CH:16]=[CH:15][CH:14]=1. The catalyst is C(Cl)Cl.CO. The product is [NH:1]1[C:5]2[CH:6]=[CH:7][C:8]([C:10]([N:27]3[C@@H:28]4[C@@H:23]([C:22]5[CH:31]=[CH:32][C:19]([C:13]6[CH:18]=[CH:17][CH:16]=[CH:15][CH:14]=6)=[CH:20][C:21]=5[CH2:30][CH2:29]4)[CH2:24][CH2:25][CH2:26]3)=[O:12])=[CH:9][C:4]=2[N:3]=[CH:2]1. The yield is 0.290. (2) The reactants are C1N=CN([C:6](N2C=NC=C2)=[O:7])C=1.Cl.[NH2:14][C@@H:15]1[CH2:24][CH2:23][CH2:22][C:21]2[C:20]([C:25]3[N:29]=[C:28]([C:30]4[CH:31]=[CH:32][C:33]([O:38][CH:39]([CH3:41])[CH3:40])=[C:34]([CH:37]=4)[C:35]#[N:36])[O:27][N:26]=3)=[CH:19][CH:18]=[CH:17][C:16]1=2.CCN(CC)CC.[CH3:49][N:50]([CH3:56])[C@@H:51]1[CH2:55][CH2:54][NH:53][CH2:52]1. The catalyst is C(Cl)Cl. The product is [C:35]([C:34]1[CH:37]=[C:30]([C:28]2[O:27][N:26]=[C:25]([C:20]3[CH:19]=[CH:18][CH:17]=[C:16]4[C:21]=3[CH2:22][CH2:23][CH2:24][C@H:15]4[NH:14][C:6]([N:53]3[CH2:54][CH2:55][C@@H:51]([N:50]([CH3:56])[CH3:49])[CH2:52]3)=[O:7])[N:29]=2)[CH:31]=[CH:32][C:33]=1[O:38][CH:39]([CH3:41])[CH3:40])#[N:36]. The yield is 0.700. (3) The reactants are [OH-].[K+].Br[CH2:4][CH:5]1[CH2:7][C:6]1([F:9])[F:8].[SH:10][CH2:11][CH2:12][C:13]([OH:15])=[O:14]. The catalyst is CO. The product is [F:8][C:6]1([F:9])[CH2:7][CH:5]1[CH2:4][S:10][CH2:11][CH2:12][C:13]([OH:15])=[O:14]. The yield is 0.840. (4) The reactants are C([O:8][C:9]1[CH:17]=[C:16]2[C:12]([C:13]([C:19]3[N:27]([S:28]([C:31]4[CH:36]=[CH:35][C:34]([CH3:37])=[CH:33][CH:32]=4)(=[O:30])=[O:29])[C:22]4=[N:23][CH:24]=[CH:25][CH:26]=[C:21]4[CH:20]=3)=[CH:14][N:15]2[CH3:18])=[CH:11][C:10]=1[O:38][CH3:39])C1C=CC=CC=1.C[Si](I)(C)C. The catalyst is C(#N)C. The product is [CH3:39][O:38][C:10]1[CH:11]=[C:12]2[C:16](=[CH:17][C:9]=1[OH:8])[N:15]([CH3:18])[CH:14]=[C:13]2[C:19]1[N:27]([S:28]([C:31]2[CH:32]=[CH:33][C:34]([CH3:37])=[CH:35][CH:36]=2)(=[O:30])=[O:29])[C:22]2=[N:23][CH:24]=[CH:25][CH:26]=[C:21]2[CH:20]=1. The yield is 0.700. (5) The reactants are [CH2:1]([N:8]1[CH2:12][CH2:11][N:10]([C:13]2[S:14][C:15]([C:19]([OH:21])=O)=[C:16]([CH3:18])[N:17]=2)[C:9]1=[O:22])[C:2]1[CH:7]=[CH:6]C=CC=1.C(N1CCN(C2SC(C(O)=O)=C(C)N=2)C1=O)CCC.[NH2:42][CH2:43][C:44]1[CH:45]=[N:46][CH:47]=[CH:48][CH:49]=1. No catalyst specified. The product is [CH2:1]([N:8]1[CH2:12][CH2:11][N:10]([C:13]2[S:14][C:15]([C:19]([NH:42][CH2:43][C:44]3[CH:45]=[N:46][CH:47]=[CH:48][CH:49]=3)=[O:21])=[C:16]([CH3:18])[N:17]=2)[C:9]1=[O:22])[CH2:2][CH2:7][CH3:6]. The yield is 0.330.